Dataset: Forward reaction prediction with 1.9M reactions from USPTO patents (1976-2016). Task: Predict the product of the given reaction. (1) Given the reactants C(OC(=O)[NH:7][C@H:8]([C:10]1[CH:15]=[CH:14][CH:13]=[C:12]([O:16]C)[CH:11]=1)[CH3:9])(C)(C)C.B(Br)(Br)Br.CO, predict the reaction product. The product is: [NH2:7][C@H:8]([C:10]1[CH:11]=[C:12]([OH:16])[CH:13]=[CH:14][CH:15]=1)[CH3:9]. (2) Given the reactants [NH2:1][C:2]1[CH:18]=[CH:17][C:16]([CH3:19])=[CH:15][C:3]=1[C:4]([NH:6][CH:7]1[CH2:12][CH2:11][C:10](=[O:13])[NH:9][C:8]1=[O:14])=[O:5].[CH:20](OC)(OC)OC.C1(C)C=CC(S(O)(=O)=O)=CC=1.CO, predict the reaction product. The product is: [CH3:19][C:16]1[CH:15]=[C:3]2[C:2](=[CH:18][CH:17]=1)[N:1]=[CH:20][N:6]([CH:7]1[CH2:12][CH2:11][C:10](=[O:13])[NH:9][C:8]1=[O:14])[C:4]2=[O:5]. (3) Given the reactants [Br:1][C:2]1[CH:7]=[C:6]([N+:8]([O-])=O)[CH:5]=[CH:4][C:3]=1[CH2:11][CH3:12], predict the reaction product. The product is: [Br:1][C:2]1[CH:7]=[C:6]([CH:5]=[CH:4][C:3]=1[CH2:11][CH3:12])[NH2:8]. (4) Given the reactants Cl[CH2:2][C:3]1[N:4]=[C:5]([C:9]2[CH:14]=[CH:13][CH:12]=[CH:11][CH:10]=2)[O:6][C:7]=1[CH3:8].[OH:15][C:16]1[CH:21]=[CH:20][C:19]([C:22]([C:24]2[CH:29]=[CH:28][CH:27]=[CH:26][C:25]=2[O:30][CH2:31][O:32][CH3:33])=[O:23])=[CH:18][CH:17]=1.C(=O)([O-])[O-].[K+].[K+].CN(C)C=O, predict the reaction product. The product is: [CH3:33][O:32][CH2:31][O:30][C:25]1[CH:26]=[CH:27][CH:28]=[CH:29][C:24]=1[C:22]([C:19]1[CH:18]=[CH:17][C:16]([O:15][CH2:2][C:3]2[N:4]=[C:5]([C:9]3[CH:14]=[CH:13][CH:12]=[CH:11][CH:10]=3)[O:6][C:7]=2[CH3:8])=[CH:21][CH:20]=1)=[O:23]. (5) Given the reactants [Cl:1][C:2]1[CH:34]=[CH:33][CH:32]=[C:31]([C:35]([F:38])([F:37])[F:36])[C:3]=1[C:4]([N:6]1[C:14]2[C:9](=[CH:10][CH:11]=[C:12]([C:15]#[C:16][Si](C)(C)C)[CH:13]=2)[C:8]([C:21]2[CH:30]=[CH:29][C:24]([C:25]([O:27][CH3:28])=[O:26])=[CH:23][CH:22]=2)=[N:7]1)=[O:5].CCCC[N+](CCCC)(CCCC)CCCC.[F-], predict the reaction product. The product is: [Cl:1][C:2]1[CH:34]=[CH:33][CH:32]=[C:31]([C:35]([F:37])([F:36])[F:38])[C:3]=1[C:4]([N:6]1[C:14]2[C:9](=[CH:10][CH:11]=[C:12]([C:15]#[CH:16])[CH:13]=2)[C:8]([C:21]2[CH:30]=[CH:29][C:24]([C:25]([O:27][CH3:28])=[O:26])=[CH:23][CH:22]=2)=[N:7]1)=[O:5].